From a dataset of Full USPTO retrosynthesis dataset with 1.9M reactions from patents (1976-2016). Predict the reactants needed to synthesize the given product. (1) The reactants are: Cl.[Br:2][C:3]1[CH:8]=[CH:7][C:6]([NH:9][NH2:10])=[CH:5][CH:4]=1.NC(N)=O.O.N.[CH3:17][N:18]1CCC[C:19]1=[O:23]. Given the product [Br:2][C:3]1[CH:8]=[CH:7][C:6]([N:9]2[CH:17]=[N:18][C:19](=[O:23])[NH:10]2)=[CH:5][CH:4]=1, predict the reactants needed to synthesize it. (2) Given the product [C:45]([O:38][C:33]1[CH:32]=[C:31]([C@@:9]([NH:8][C:6](=[O:7])[C:5]2[CH:39]=[CH:40][C:2]([F:1])=[C:3]([C:41]([F:44])([F:43])[F:42])[CH:4]=2)([C:17]2[CH:22]=[C:21]([O:23][C:24]([F:28])([F:29])[CH:25]([F:27])[F:26])[CH:20]=[C:19]([F:30])[CH:18]=2)[CH2:10][C:11]2[CH:16]=[CH:15][CH:14]=[CH:13][CH:12]=2)[CH:36]=[CH:35][C:34]=1[F:37])([CH3:48])([CH3:47])[CH3:46], predict the reactants needed to synthesize it. The reactants are: [F:1][C:2]1[CH:40]=[CH:39][C:5]([C:6]([NH:8][C@:9]([C:31]2[CH:36]=[CH:35][C:34]([F:37])=[C:33]([OH:38])[CH:32]=2)([C:17]2[CH:22]=[C:21]([O:23][C:24]([F:29])([F:28])[CH:25]([F:27])[F:26])[CH:20]=[C:19]([F:30])[CH:18]=2)[CH2:10][C:11]2[CH:16]=[CH:15][CH:14]=[CH:13][CH:12]=2)=[O:7])=[CH:4][C:3]=1[C:41]([F:44])([F:43])[F:42].[C:45](OC(O[C:45]([CH3:48])([CH3:47])[CH3:46])N(C)C)([CH3:48])([CH3:47])[CH3:46]. (3) The reactants are: Br[C:2]1[C:3]([O:8][C:9]2[CH:14]=[CH:13][C:12]([NH:15][C:16]3[C:21]([CH3:22])=[CH:20][CH:19]=[CH:18][N:17]=3)=[CH:11][CH:10]=2)=[N:4][CH:5]=[CH:6][CH:7]=1.[O:23]1[CH2:28][CH:27]=[C:26](B2OC(C)(C)C(C)(C)O2)[CH2:25][CH2:24]1.C(=O)([O-])[O-].[Na+].[Na+]. Given the product [O:23]1[CH2:24][CH:25]=[C:26]([C:2]2[C:3]([O:8][C:9]3[CH:14]=[CH:13][C:12]([NH:15][C:16]4[C:21]([CH3:22])=[CH:20][CH:19]=[CH:18][N:17]=4)=[CH:11][CH:10]=3)=[N:4][CH:5]=[CH:6][CH:7]=2)[CH2:27][CH2:28]1, predict the reactants needed to synthesize it. (4) Given the product [F:32][CH:2]([F:1])[C:3]([NH:5][C@@H:9]([CH2:10][F:11])[C@@H:8]([C:12]1[CH:13]=[CH:14][C:15]([C:18]2[CH:19]=[N:20][C:21]([CH2:24][NH:25][CH2:26][CH2:27][CH2:28][F:29])=[CH:22][CH:23]=2)=[CH:16][CH:17]=1)[OH:7])=[O:4], predict the reactants needed to synthesize it. The reactants are: [F:1][CH:2]([F:32])[C:3]([N:5]1[C@H:9]([CH2:10][F:11])[C@@H:8]([C:12]2[CH:17]=[CH:16][C:15]([C:18]3[CH:19]=[N:20][C:21]([CH2:24][NH:25][CH2:26][CH2:27][CH2:28][F:29])=[CH:22][CH:23]=3)=[CH:14][CH:13]=2)[O:7]C1(C)C)=[O:4].FC(F)(F)C(O)=O. (5) Given the product [Br:19][C:20]1[CH:21]=[C:22]([CH:23]=[CH:15][C:14]([C:12]2[S:13][C:9]([C:6]3[CH:5]=[CH:4][C:3]([C:2]([F:17])([F:1])[F:18])=[CH:8][CH:7]=3)=[CH:10][CH:11]=2)=[O:16])[CH:25]=[CH:26][C:27]=1[OH:28], predict the reactants needed to synthesize it. The reactants are: [F:1][C:2]([F:18])([F:17])[C:3]1[CH:8]=[CH:7][C:6]([C:9]2[S:13][C:12]([C:14](=[O:16])[CH3:15])=[CH:11][CH:10]=2)=[CH:5][CH:4]=1.[Br:19][C:20]1[CH:21]=[C:22]([CH:25]=[CH:26][C:27]=1[OH:28])[CH:23]=O.